From a dataset of Forward reaction prediction with 1.9M reactions from USPTO patents (1976-2016). Predict the product of the given reaction. (1) Given the reactants Br[CH2:2][C:3]1[CH:16]=[CH:15][C:6]([C:7]([C:9]2[CH:14]=[CH:13][CH:12]=[CH:11][CH:10]=2)=[O:8])=[CH:5][CH:4]=1.[C:17]1(=[O:26])[C:25]2[C:20](=[CH:21][CH:22]=[CH:23][CH:24]=2)[CH:19]=[N:18]1.C(=O)([O-])[O-].[Cs+].[Cs+].C1OCCOCCOCCOCCOCCOC1, predict the reaction product. The product is: [C:7]([C:6]1[CH:15]=[CH:16][C:3]([CH2:2][N:18]2[CH2:19][C:20]3[C:25](=[CH:24][CH:23]=[CH:22][CH:21]=3)[C:17]2=[O:26])=[CH:4][CH:5]=1)(=[O:8])[C:9]1[CH:14]=[CH:13][CH:12]=[CH:11][CH:10]=1. (2) Given the reactants [Cl:1][C:2]1[CH:3]=[N:4][C:5]2[N:6]([N:8]=[C:9]([C:11]([OH:13])=O)[CH:10]=2)[CH:7]=1.[F:14][C:15]1[N:20]=[CH:19][C:18]([C:21]2[CH:30]=[CH:29][CH:28]=[C:27]3[C:22]=2[CH2:23][CH2:24][NH:25][CH:26]3[CH3:31])=[CH:17][CH:16]=1, predict the reaction product. The product is: [Cl:1][C:2]1[CH:3]=[N:4][C:5]2[N:6]([N:8]=[C:9]([C:11]([N:25]3[CH2:24][CH2:23][C:22]4[C:27](=[CH:28][CH:29]=[CH:30][C:21]=4[C:18]4[CH:19]=[N:20][C:15]([F:14])=[CH:16][CH:17]=4)[CH:26]3[CH3:31])=[O:13])[CH:10]=2)[CH:7]=1. (3) Given the reactants O.[Na].[CH:3]1[C:16]2[C:7](=[CH:8][C:9]3[C:14]([C:15]=2[CH2:17][OH:18])=[CH:13][CH:12]=[CH:11][CH:10]=3)[CH:6]=[CH:5][CH:4]=1.[CH2:19]([N:21]([CH2:25][CH3:26])[C:22](Cl)=[O:23])[CH3:20].CCCCCC, predict the reaction product. The product is: [CH2:19]([N:21]([CH2:25][CH3:26])[C:22](=[O:23])[O:18][CH2:17][C:15]1[C:14]2[C:9]([CH:8]=[C:7]3[C:16]=1[CH:3]=[CH:4][CH:5]=[CH:6]3)=[CH:10][CH:11]=[CH:12][CH:13]=2)[CH3:20]. (4) The product is: [C:14]([CH2:16][C:17]1[CH:22]=[CH:21][C:20]([NH:13][C:11]([C@@H:5]2[CH2:6][C@H:7]([CH3:10])[CH2:8][CH2:9][C@H:4]2[CH:1]([CH3:2])[CH3:3])=[O:12])=[CH:19][CH:18]=1)#[N:15]. Given the reactants [CH:1]([C@@H:4]1[CH2:9][CH2:8][C@@H:7]([CH3:10])[CH2:6][C@H:5]1[C:11]([NH2:13])=[O:12])([CH3:3])[CH3:2].[C:14]([CH2:16][C:17]1[CH:22]=[CH:21][C:20](I)=[CH:19][CH:18]=1)#[N:15].P([O-])([O-])([O-])=O.[K+].[K+].[K+].O.CNCCNC, predict the reaction product. (5) Given the reactants [CH3:1][NH:2][C:3]([C:5]1[S:6][C:7]2[CH:13]=[CH:12][CH:11]=[CH:10][C:8]=2[CH:9]=1)=O.[H-].[H-].[H-].[H-].[Li+].[Al+3], predict the reaction product. The product is: [CH3:1][NH:2][CH2:3][C:5]1[S:6][C:7]2[CH:13]=[CH:12][CH:11]=[CH:10][C:8]=2[CH:9]=1.